Predict which catalyst facilitates the given reaction. From a dataset of Catalyst prediction with 721,799 reactions and 888 catalyst types from USPTO. (1) Reactant: Cl.[CH2:2]([N:5]1[CH2:10][CH2:9][NH:8][CH2:7][C:6]1=[O:11])[CH:3]=[CH2:4].C(N(C(C)C)CC)(C)C.[CH3:21][CH:22]([N:24]=[C:25]=[O:26])[CH3:23].O. Product: [CH2:2]([N:5]1[CH2:10][CH2:9][N:8]([C:25](=[O:26])[NH:24][CH:22]([CH3:23])[CH3:21])[CH2:7][C:6]1=[O:11])[CH:3]=[CH2:4]. The catalyst class is: 4. (2) Reactant: CC(C)([O-])C.[K+].[C:7]([O:11][CH3:12])(=[O:10])[CH2:8][CH3:9].[N:13]1[CH:18]=[CH:17][N:16]=[CH:15][C:14]=1[C:19](OC)=[O:20].[Cl-].[NH4+]. Product: [CH3:9][CH:8]([C:19]([C:14]1[CH:15]=[N:16][CH:17]=[CH:18][N:13]=1)=[O:20])[C:7]([O:11][CH3:12])=[O:10]. The catalyst class is: 30. (3) Reactant: Br[C:2]1[N:11]=[C:10]([C:12]([NH:14][CH2:15][C:16]2[CH:21]=[C:20]([Cl:22])[CH:19]=[C:18]([Cl:23])[CH:17]=2)=[O:13])[C:9]([OH:24])=[C:8]2[C:3]=1[CH:4]=[CH:5][CH:6]=[N:7]2.[CH3:25][N:26]1[CH2:31][CH2:30][NH:29][CH2:28][CH2:27]1. Product: [Cl:23][C:18]1[CH:17]=[C:16]([CH:21]=[C:20]([Cl:22])[CH:19]=1)[CH2:15][NH:14][C:12]([C:10]1[C:9]([OH:24])=[C:8]2[C:3]([CH:4]=[CH:5][CH:6]=[N:7]2)=[C:2]([N:29]2[CH2:30][CH2:31][N:26]([CH3:25])[CH2:27][CH2:28]2)[N:11]=1)=[O:13]. The catalyst class is: 3. (4) Reactant: C([N:8]1[CH2:13][CH2:12][O:11][CH:10]([CH2:14][OH:15])[CH2:9]1)C1C=CC=CC=1.[CH3:28][C:27]([O:26][C:24](O[C:24]([O:26][C:27]([CH3:30])([CH3:29])[CH3:28])=[O:25])=[O:25])([CH3:30])[CH3:29]. Product: [C:27]([O:26][C:24]([N:8]1[CH2:13][CH2:12][O:11][CH:10]([CH2:14][OH:15])[CH2:9]1)=[O:25])([CH3:28])([CH3:29])[CH3:30]. The catalyst class is: 19. (5) Reactant: [N:1]([CH:4]1[C:13]2[N:12]=[C:11]([Cl:14])[CH:10]=[CH:9][C:8]=2[CH2:7][CH2:6][CH2:5]1)=[N+]=[N-].C1C=CC(P(C2C=CC=CC=2)C2C=CC=CC=2)=CC=1. Product: [Cl:14][C:11]1[CH:10]=[CH:9][C:8]2[CH2:7][CH2:6][CH2:5][CH:4]([NH2:1])[C:13]=2[N:12]=1. The catalyst class is: 20. (6) Reactant: [Br:1][C:2]1[N:3]=[C:4]2[C:11](I)=[C:10]([C:13]3[CH:18]=[CH:17][C:16]([C:19]4([CH3:24])[O:23][CH2:22][CH2:21][O:20]4)=[CH:15][CH:14]=3)[N:9]([CH2:25][O:26][CH2:27][CH2:28][Si:29]([CH3:32])([CH3:31])[CH3:30])[C:5]2=[N:6][C:7]=1[CH3:8].[Li][CH2:34][CH2:35]CC.CI. Product: [Br:1][C:2]1[N:3]=[C:4]2[C:11]([CH2:34][CH3:35])=[C:10]([C:13]3[CH:18]=[CH:17][C:16]([C:19]4([CH3:24])[O:23][CH2:22][CH2:21][O:20]4)=[CH:15][CH:14]=3)[N:9]([CH2:25][O:26][CH2:27][CH2:28][Si:29]([CH3:32])([CH3:31])[CH3:30])[C:5]2=[N:6][C:7]=1[CH3:8]. The catalyst class is: 1.